Dataset: CYP3A4 inhibition data for predicting drug metabolism from PubChem BioAssay. Task: Regression/Classification. Given a drug SMILES string, predict its absorption, distribution, metabolism, or excretion properties. Task type varies by dataset: regression for continuous measurements (e.g., permeability, clearance, half-life) or binary classification for categorical outcomes (e.g., BBB penetration, CYP inhibition). Dataset: cyp3a4_veith. (1) The molecule is CC1CCN(C(NC(=O)c2ccco2)C(=O)c2ccccc2)CC1. The result is 0 (non-inhibitor). (2) The compound is COc1ccccc1-c1ccc2ncnc(Nc3ccccc3)c2c1. The result is 1 (inhibitor). (3) The compound is CS(=O)(=O)Nc1cccc(-c2ccc3ncnc(NCc4cccs4)c3c2)c1. The result is 1 (inhibitor). (4) The molecule is N=C(N)SCc1cc(Cl)cc(Cl)c1O. The result is 0 (non-inhibitor). (5) The molecule is C[C@@]12CC[C@@H]3c4ccc(OS(=O)(=O)O)cc4CC[C@H]3[C@H]1CCC2=O. The result is 0 (non-inhibitor). (6) The drug is O=C(c1ccc(Br)cc1)c1cc([N+](=O)[O-])ccc1N1CCCCC1. The result is 1 (inhibitor). (7) The compound is CC(C)CC(=O)N1CCN(Cc2cccc(F)c2)CC1. The result is 0 (non-inhibitor).